Dataset: Peptide-MHC class II binding affinity with 134,281 pairs from IEDB. Task: Regression. Given a peptide amino acid sequence and an MHC pseudo amino acid sequence, predict their binding affinity value. This is MHC class II binding data. (1) The binding affinity (normalized) is 0.0733. The MHC is HLA-DPA10301-DPB10402 with pseudo-sequence HLA-DPA10301-DPB10402. The peptide sequence is GGGFGMLLRKYGIAA. (2) The MHC is HLA-DPA10103-DPB10401 with pseudo-sequence HLA-DPA10103-DPB10401. The peptide sequence is MKNIFMLTLFILIIT. The binding affinity (normalized) is 0.375.